This data is from Forward reaction prediction with 1.9M reactions from USPTO patents (1976-2016). The task is: Predict the product of the given reaction. (1) The product is: [NH2:16][C:15]1[CH:14]=[C:13]([N:6]2[C:2](=[O:1])[CH2:3][CH2:4][C@H:5]2[C:7]([O:9][CH2:10][CH3:11])=[O:8])[CH:19]=[CH:18][CH:17]=1. Given the reactants [O:1]=[C:2]1[NH:6][C@H:5]([C:7]([O:9][CH2:10][CH3:11])=[O:8])[CH2:4][CH2:3]1.I[C:13]1[CH:14]=[C:15]([CH:17]=[CH:18][CH:19]=1)[NH2:16].C(=O)([O-])[O-].[Cs+].[Cs+], predict the reaction product. (2) Given the reactants [CH:1]([C:3]1[CH:26]=[CH:25][C:6]([O:7][CH2:8][C:9]2[N:10]=[C:11]([C:15]3[S:19][C:18]([C:20]([O:22][CH2:23][CH3:24])=[O:21])=[CH:17][CH:16]=3)[O:12][C:13]=2[CH3:14])=[C:5]([O:27][CH3:28])[CH:4]=1)=[O:2].C(O)C.[BH4-].[Na+].O, predict the reaction product. The product is: [OH:2][CH2:1][C:3]1[CH:26]=[CH:25][C:6]([O:7][CH2:8][C:9]2[N:10]=[C:11]([C:15]3[S:19][C:18]([C:20]([O:22][CH2:23][CH3:24])=[O:21])=[CH:17][CH:16]=3)[O:12][C:13]=2[CH3:14])=[C:5]([O:27][CH3:28])[CH:4]=1. (3) Given the reactants [Br:1][C:2]1[CH:11]=[C:10]2[C:5]([CH:6]=[C:7]([C:12]([OH:14])=O)[CH:8]=[N:9]2)=[CH:4][CH:3]=1.Cl.[CH3:16][NH:17][O:18][CH3:19].CN(C(ON1N=NC2C=CC=NC1=2)=[N+](C)C)C.F[P-](F)(F)(F)(F)F.C(N(C(C)C)CC)(C)C, predict the reaction product. The product is: [Br:1][C:2]1[CH:11]=[C:10]2[C:5]([CH:6]=[C:7]([C:12]([N:17]([O:18][CH3:19])[CH3:16])=[O:14])[CH:8]=[N:9]2)=[CH:4][CH:3]=1. (4) Given the reactants [CH2:1]([N:4]1[CH2:9][CH2:8][CH:7]([O:10][C:11](=[O:33])[N:12]([CH3:32])[C:13]2[CH:17]=[C:16]([CH3:18])[N:15]([CH2:19][C:20]3[CH:25]=[C:24]([Cl:26])[CH:23]=[CH:22][C:21]=3[O:27][CH2:28][CH:29]([CH3:31])[CH3:30])[N:14]=2)[CH2:6][CH2:5]1)[CH2:2][CH3:3], predict the reaction product. The product is: [ClH:26].[CH2:1]([N:4]1[CH2:5][CH2:6][CH:7]([O:10][C:11](=[O:33])[N:12]([CH3:32])[C:13]2[CH:17]=[C:16]([CH3:18])[N:15]([CH2:19][C:20]3[CH:25]=[C:24]([Cl:26])[CH:23]=[CH:22][C:21]=3[O:27][CH2:28][CH:29]([CH3:30])[CH3:31])[N:14]=2)[CH2:8][CH2:9]1)[CH2:2][CH3:3]. (5) Given the reactants [Cl:1][C:2]1[CH:3]=[C:4]([S:9]([N:12]2[CH2:20][CH:19]3[CH:14]([CH2:15][CH2:16][CH2:17][CH2:18]3)[CH:13]2[C:21](O)=[O:22])(=[O:11])=[O:10])[CH:5]=[C:6]([Cl:8])[CH:7]=1.O=S(Cl)[Cl:26], predict the reaction product. The product is: [Cl:1][C:2]1[CH:3]=[C:4]([S:9]([N:12]2[CH2:20][CH:19]3[CH:14]([CH2:15][CH2:16][CH2:17][CH2:18]3)[CH:13]2[C:21]([Cl:26])=[O:22])(=[O:10])=[O:11])[CH:5]=[C:6]([Cl:8])[CH:7]=1. (6) Given the reactants C(OCCCCCCCCN)CCCCC.[Cl:17][C:18]1[N:23]=[CH:22][N:21]=[C:20]([NH:24][CH2:25][CH2:26][CH2:27][CH2:28][CH2:29][CH2:30][CH2:31][CH2:32][O:33][CH2:34][CH2:35][CH2:36][CH2:37][CH2:38][CH3:39])[CH:19]=1.C(Cl)Cl.ClC1C=C(Cl)N=CN=1, predict the reaction product. The product is: [Cl:17][C:18]1[N:23]=[CH:22][N:21]=[C:20]([NH:24][CH2:25][CH2:26][CH2:27][CH2:28][CH2:29][CH2:30][CH2:31][CH2:32][O:33][CH2:34][CH2:35][CH2:36][CH2:37][CH2:38][CH3:39])[CH:19]=1. (7) Given the reactants [F:1][C:2]1[CH:3]=[C:4]([CH2:9][C:10]([OH:12])=[O:11])[CH:5]=[CH:6][C:7]=1[OH:8].S(=O)(=O)(O)O.[CH3:18]O, predict the reaction product. The product is: [CH3:18][O:11][C:10](=[O:12])[CH2:9][C:4]1[CH:5]=[CH:6][C:7]([OH:8])=[C:2]([F:1])[CH:3]=1. (8) The product is: [CH:38]1([C:41]([CH:43]2[CH2:45][CH2:44]2)([C:35]2[S:34][C:33]([S:32][C:27]3[CH:28]=[C:29]4[C:24](=[CH:25][CH:26]=3)[N:23]3[C:19]([C:13]5[CH:14]=[CH:15][CH:16]=[CH:17][CH:18]=5)=[N:20][N:21]=[C:22]3[CH:31]=[CH:30]4)=[N:37][CH:36]=2)[OH:42])[CH2:40][CH2:39]1. Given the reactants N(C(C)C)C(C)C.C([Li])CCC.[C:13]1([C:19]2[N:23]3[C:24]4[C:29]([CH:30]=[CH:31][C:22]3=[N:21][N:20]=2)=[CH:28][C:27]([S:32][C:33]2[S:34][CH:35]=[CH:36][N:37]=2)=[CH:26][CH:25]=4)[CH:18]=[CH:17][CH:16]=[CH:15][CH:14]=1.[CH:38]1([C:41]([CH:43]2[CH2:45][CH2:44]2)=[O:42])[CH2:40][CH2:39]1, predict the reaction product.